Dataset: Peptide-MHC class I binding affinity with 185,985 pairs from IEDB/IMGT. Task: Regression. Given a peptide amino acid sequence and an MHC pseudo amino acid sequence, predict their binding affinity value. This is MHC class I binding data. (1) The peptide sequence is TTILGLLPM. The MHC is HLA-B08:02 with pseudo-sequence HLA-B08:02. The binding affinity (normalized) is 0.0847. (2) The peptide sequence is ATIEAVLAK. The MHC is HLA-B27:05 with pseudo-sequence HLA-B27:05. The binding affinity (normalized) is 0.0847. (3) The peptide sequence is TQRKKTLGF. The MHC is HLA-B48:01 with pseudo-sequence HLA-B48:01. The binding affinity (normalized) is 0.0847. (4) The peptide sequence is AVDPAKAYK. The MHC is HLA-A30:01 with pseudo-sequence HLA-A30:01. The binding affinity (normalized) is 0.428. (5) The peptide sequence is DVFFTPPEK. The MHC is HLA-A68:01 with pseudo-sequence HLA-A68:01. The binding affinity (normalized) is 0.882. (6) The peptide sequence is KASTISWMMK. The MHC is HLA-A11:01 with pseudo-sequence HLA-A11:01. The binding affinity (normalized) is 0.843.